Predict the reaction yield, written as a fraction of the theoretical maximum amount of product (1.0 means a 100% yield; for example, 0.34 means a 34% yield). From a dataset of Reaction yield outcomes from USPTO patents with 853,638 reactions. (1) The reactants are [NH2:1][C:2]1[N:3]([CH3:21])[C:4](=[O:20])[C:5]([O:12][CH2:13][C:14]2[CH:19]=[CH:18][CH:17]=[CH:16][CH:15]=2)=[C:6]([C:8]([O:10]C)=O)[N:7]=1.[CH3:22][NH2:23].C1COCC1. No catalyst specified. The product is [CH3:22][NH:23][C:8]([C:6]1[N:7]=[C:2]([NH2:1])[N:3]([CH3:21])[C:4](=[O:20])[C:5]=1[O:12][CH2:13][C:14]1[CH:19]=[CH:18][CH:17]=[CH:16][CH:15]=1)=[O:10]. The yield is 1.00. (2) The reactants are [F:1][C@H:2]1[CH2:6][CH2:5][N:4]([C:7]2[CH:8]=[C:9]([C:13]3[CH:14]=[CH:15][C:16]4[O:17][C:18]([CH3:24])([CH3:23])[CH2:19][NH:20][C:21]=4[N:22]=3)[CH:10]=[CH:11][CH:12]=2)[CH2:3]1.C(N(CC)CC)C.ClC(Cl)(O[C:36](=[O:42])OC(Cl)(Cl)Cl)Cl.[CH3:44][C:45]1[CH:46]=[C:47]([NH2:51])[CH:48]=[N:49][CH:50]=1. The product is [F:1][C@H:2]1[CH2:6][CH2:5][N:4]([C:7]2[CH:8]=[C:9]([C:13]3[CH:14]=[CH:15][C:16]4[O:17][C:18]([CH3:24])([CH3:23])[CH2:19][N:20]([C:36]([NH:51][C:47]5[CH:48]=[N:49][CH:50]=[C:45]([CH3:44])[CH:46]=5)=[O:42])[C:21]=4[N:22]=3)[CH:10]=[CH:11][CH:12]=2)[CH2:3]1. The catalyst is C1COCC1. The yield is 0.310. (3) The reactants are Cl[C:2]1[C:7]([C:8]([NH:10][S:11]([C:14]2[CH:19]=[CH:18][CH:17]=[C:16]([N:20]3[CH2:25][CH2:24][CH2:23][CH2:22][CH2:21]3)[N:15]=2)(=[O:13])=[O:12])=[O:9])=[CH:6][CH:5]=[C:4]([N:26]2[CH:30]=[CH:29][C:28]([O:31][CH2:32][C:33]([CH3:36])([CH3:35])[CH3:34])=[N:27]2)[N:3]=1.C(=O)([O-])[O-].[K+].[K+].[CH3:43][C:44]1([CH3:50])[CH2:48][C@H:47]([CH3:49])[CH2:46][NH:45]1. The catalyst is CS(C)=O.CCOC(C)=O. The product is [CH3:34][C:33]([CH3:36])([CH3:35])[CH2:32][O:31][C:28]1[CH:29]=[CH:30][N:26]([C:4]2[N:3]=[C:2]([N:45]3[CH2:46][C@@H:47]([CH3:49])[CH2:48][C:44]3([CH3:50])[CH3:43])[C:7]([C:8]([NH:10][S:11]([C:14]3[CH:19]=[CH:18][CH:17]=[C:16]([N:20]4[CH2:25][CH2:24][CH2:23][CH2:22][CH2:21]4)[N:15]=3)(=[O:13])=[O:12])=[O:9])=[CH:6][CH:5]=2)[N:27]=1. The yield is 0.280. (4) The reactants are [NH2:1][C:2]1[CH:7]=[CH:6][CH:5]=[CH:4][C:3]=1[OH:8].[F:9][C:10]1[CH:17]=[CH:16][CH:15]=[C:14]([O:18][CH3:19])[C:11]=1[CH:12]=O. No catalyst specified. The product is [F:9][C:10]1[CH:17]=[CH:16][CH:15]=[C:14]([O:18][CH3:19])[C:11]=1[CH:12]=[N:1][C:2]1[CH:7]=[CH:6][CH:5]=[CH:4][C:3]=1[OH:8]. The yield is 0.990. (5) The reactants are [CH2:1]([C:5]1[NH:6][CH:7]=[CH:8][N:9]=1)[CH2:2][CH2:3][CH3:4].C[O-].[Na+].[Cl:13][C:14]1[CH:21]=[CH:20][CH:19]=[CH:18][C:15]=1[CH2:16]Br. The catalyst is CO. The product is [CH2:1]([C:5]1[N:6]([CH2:16][C:15]2[CH:18]=[CH:19][CH:20]=[CH:21][C:14]=2[Cl:13])[CH:7]=[CH:8][N:9]=1)[CH2:2][CH2:3][CH3:4]. The yield is 0.610. (6) The reactants are [C:1]([NH:4][CH2:5][CH2:6][NH2:7])(=[O:3])[CH3:2].[CH2:8]([C:10]1[CH:27]=[CH:26][C:13]([O:14][C:15]2[CH:20]=[CH:19][C:18]([S:21](Cl)(=[O:23])=[O:22])=[CH:17][C:16]=2[F:25])=[C:12]([O:28][CH3:29])[CH:11]=1)[CH3:9]. The catalyst is C1COCC1. The product is [CH2:8]([C:10]1[CH:27]=[CH:26][C:13]([O:14][C:15]2[CH:20]=[CH:19][C:18]([S:21]([NH:7][CH2:6][CH2:5][NH:4][C:1](=[O:3])[CH3:2])(=[O:23])=[O:22])=[CH:17][C:16]=2[F:25])=[C:12]([O:28][CH3:29])[CH:11]=1)[CH3:9]. The yield is 0.370. (7) The reactants are [NH:1]1[C:9]2[C:4](=[CH:5][CH:6]=[CH:7][CH:8]=2)[C:3]2([C:21]3[C:12](=[CH:13][C:14]4[O:19][CH2:18][CH2:17][O:16][C:15]=4[CH:20]=3)[O:11][CH2:10]2)[C:2]1=[O:22].C(N(CC)CC)C.[C:30](O[C:30]([O:32][C:33]([CH3:36])([CH3:35])[CH3:34])=[O:31])([O:32][C:33]([CH3:36])([CH3:35])[CH3:34])=[O:31]. The catalyst is CN(C)C1C=CN=CC=1.CN(C)C=O.C(OCC)(=O)C. The product is [O:22]=[C:2]1[C:3]2([C:21]3[C:12](=[CH:13][C:14]4[O:19][CH2:18][CH2:17][O:16][C:15]=4[CH:20]=3)[O:11][CH2:10]2)[C:4]2[C:9](=[CH:8][CH:7]=[CH:6][CH:5]=2)[N:1]1[C:30]([O:32][C:33]([CH3:36])([CH3:35])[CH3:34])=[O:31]. The yield is 0.790.